This data is from Reaction yield outcomes from USPTO patents with 853,638 reactions. The task is: Predict the reaction yield, written as a fraction of the theoretical maximum amount of product (1.0 means a 100% yield; for example, 0.34 means a 34% yield). (1) The reactants are [CH2:1]([NH:4][C:5]1[C:14]2[C:9](=[CH:10][CH:11]=[C:12]([N+:15]([O-:17])=[O:16])[CH:13]=2)[N:8]=[C:7](Cl)[N:6]=1)[CH:2]=[CH2:3].[CH2:19]([NH2:24])[C:20]([CH3:23])([CH3:22])[CH3:21].O. The catalyst is C(#N)C. The product is [CH2:1]([NH:4][C:5]1[C:14]2[C:9](=[CH:10][CH:11]=[C:12]([N+:15]([O-:17])=[O:16])[CH:13]=2)[N:8]=[C:7]([NH:24][CH2:19][C:20]([CH3:23])([CH3:22])[CH3:21])[N:6]=1)[CH:2]=[CH2:3]. The yield is 0.722. (2) The reactants are [NH:1]1[CH2:4][CH:3]([N:5]2[CH2:10][CH2:9][N:8]([C:11]([O:13][C:14]([CH3:17])([CH3:16])[CH3:15])=[O:12])[CH2:7][CH:6]2[C:18](=[O:20])[NH2:19])[CH2:2]1.CCN(CC)CC.[C:28](Cl)(=[O:31])[CH:29]=[CH2:30]. The product is [C:28]([N:1]1[CH2:4][CH:3]([N:5]2[CH2:10][CH2:9][N:8]([C:11]([O:13][C:14]([CH3:15])([CH3:16])[CH3:17])=[O:12])[CH2:7][CH:6]2[C:18](=[O:20])[NH2:19])[CH2:2]1)(=[O:31])[CH:29]=[CH2:30]. The yield is 0.470. The catalyst is C(Cl)Cl. (3) The reactants are Cl[CH2:2][C:3]1[CH:8]=[CH:7][C:6]([O:9][CH3:10])=[CH:5][CH:4]=1.[Br:11][C:12]1[CH:21]=[N:20][C:19]2[NH:18][C:17](=[O:22])[N:16]3[N:23]=[CH:24][N:25]=[C:15]3[C:14]=2[CH:13]=1.C(=O)([O-])[O-].[K+].[K+]. The catalyst is CN1CCCC1=O. The product is [Br:11][C:12]1[CH:21]=[N:20][C:19]2[N:18]([CH2:2][C:3]3[CH:8]=[CH:7][C:6]([O:9][CH3:10])=[CH:5][CH:4]=3)[C:17](=[O:22])[N:16]3[N:23]=[CH:24][N:25]=[C:15]3[C:14]=2[CH:13]=1. The yield is 0.700. (4) The reactants are [F:1][C:2]1[CH:3]=[C:4]([SH:8])[CH:5]=[CH:6][CH:7]=1.CN(P(N(C)C)(N(C)C)=O)C.[H-].[Na+].[NH:22]1[C:26]2[CH:27]=[CH:28][CH:29]=[CH:30][C:25]=2[N:24]=[C:23]1[C:31]1[C:32]([NH2:38])=[N:33][CH:34]=[C:35](Br)[N:36]=1. The catalyst is CCOC(C)=O. The yield is 0.110. The product is [NH:22]1[C:26]2[CH:27]=[CH:28][CH:29]=[CH:30][C:25]=2[N:24]=[C:23]1[C:31]1[C:32]([NH2:38])=[N:33][CH:34]=[C:35]([S:8][C:4]2[CH:5]=[CH:6][CH:7]=[C:2]([F:1])[CH:3]=2)[N:36]=1. (5) The reactants are ClC(O[C:5]1[C:13]2[NH:12][C:11]([OH:14])=[N:10][C:9]=2[CH:8]=[CH:7][CH:6]=1)=O.[NH2:15][C:16]1[CH:24]=[CH:23][C:19]([C:20]([OH:22])=[O:21])=[CH:18][CH:17]=1.C1C[O:28][CH2:27]C1. No catalyst specified. The product is [C:20]([C:19]1[CH:23]=[CH:24][C:16]([NH:15][C:27]([N:10]2[C:9]3[CH:8]=[CH:7][CH:6]=[CH:5][C:13]=3[NH:12][C:11]2=[O:14])=[O:28])=[CH:17][CH:18]=1)([OH:22])=[O:21]. The yield is 0.420.